The task is: Predict the product of the given reaction.. This data is from Forward reaction prediction with 1.9M reactions from USPTO patents (1976-2016). (1) Given the reactants [Cl:1][C:2]1[N:10]=[C:9]2[C:5]([NH:6][CH:7]=[N:8]2)=[C:4]([N:11]2[CH:16]=[CH:15][C:14](=[O:17])[CH:13]=[CH:12]2)[N:3]=1.[CH2:18](I)[CH3:19].C([O-])([O-])=O.[K+].[K+], predict the reaction product. The product is: [Cl:1][C:2]1[N:10]=[C:9]2[C:5]([N:6]=[CH:7][N:8]2[CH2:18][CH3:19])=[C:4]([N:11]2[CH:16]=[CH:15][C:14](=[O:17])[CH:13]=[CH:12]2)[N:3]=1. (2) Given the reactants [F:1][C:2]1[CH:7]=[CH:6][C:5]([CH2:8][C:9]([OH:11])=O)=[CH:4][CH:3]=1.[Cl:12][C:13]1[CH:21]=[CH:20][C:16]([CH2:17][NH:18][CH3:19])=[CH:15][CH:14]=1.CN(C(ON1N=NC2C=CC=CC1=2)=[N+](C)C)C.[B-](F)(F)(F)F.CCN(C(C)C)C(C)C, predict the reaction product. The product is: [Cl:12][C:13]1[CH:21]=[CH:20][C:16]([CH2:17][N:18]([CH3:19])[C:9](=[O:11])[CH2:8][C:5]2[CH:4]=[CH:3][C:2]([F:1])=[CH:7][CH:6]=2)=[CH:15][CH:14]=1. (3) Given the reactants [Cl:1][C:2]1[CH:3]=[CH:4][C:5]([O:9][CH2:10][C:11]2[O:15][C:14]([Si](C(C)C)(C(C)C)C(C)C)=[N:13][CH:12]=2)=[C:6]([NH2:8])[CH:7]=1.[N:26]1[N:30]2[CH:31]=[CH:32][CH:33]=[N:34][C:29]2=[C:28]([C:35](O)=[O:36])[CH:27]=1.CN(C(ON1N=NC2C=CC=CC1=2)=[N+](C)C)C.F[P-](F)(F)(F)(F)F.[OH-].[Na+], predict the reaction product. The product is: [Cl:1][C:2]1[CH:3]=[CH:4][C:5]([O:9][CH2:10][C:11]2[O:15][CH:14]=[N:13][CH:12]=2)=[C:6]([NH:8][C:35]([C:28]2[CH:27]=[N:26][N:30]3[CH:31]=[CH:32][CH:33]=[N:34][C:29]=23)=[O:36])[CH:7]=1. (4) Given the reactants [Br:1][C:2]1[CH:3]=[C:4]2[C:9](=[CH:10][CH:11]=1)[N:8]=[C:7]([CH3:12])[C:6]([S:13]([CH3:16])(=[O:15])=[O:14])=[C:5]2O.CN(C)C1C=CC(C)=CC=1.P(Cl)(Cl)([Cl:30])=O, predict the reaction product. The product is: [Br:1][C:2]1[CH:3]=[C:4]2[C:9](=[CH:10][CH:11]=1)[N:8]=[C:7]([CH3:12])[C:6]([S:13]([CH3:16])(=[O:15])=[O:14])=[C:5]2[Cl:30]. (5) Given the reactants [C:1]1([C:7]([O:9][CH2:10][C@@H:11]2[C@@H:17]([CH2:18][O:19][CH2:20][C:21]3[CH:26]=[CH:25][CH:24]=[CH:23][CH:22]=3)[O:16][CH:13](OC)[CH2:12]2)=[O:8])[CH:6]=[CH:5][CH:4]=[CH:3][CH:2]=1.[SiH](CC)(CC)CC.B(F)(F)F.C([O-])([O-])=O.[K+].[K+], predict the reaction product. The product is: [C:1]1([C:7]([O:9][CH2:10][C@@H:11]2[C@@H:17]([CH2:18][O:19][CH2:20][C:21]3[CH:26]=[CH:25][CH:24]=[CH:23][CH:22]=3)[O:16][CH2:13][CH2:12]2)=[O:8])[CH:2]=[CH:3][CH:4]=[CH:5][CH:6]=1. (6) Given the reactants [CH:1]12[N:8]([C:9]3[O:10][C:11]4[CH:17]=[CH:16][CH:15]=[CH:14][C:12]=4[N:13]=3)[CH2:7][CH:6]1[CH2:5][CH2:4][NH:3][CH2:2]2.[C@@H]12N(C3C=NC4C(=CC=CC=4)N=3)C[C@@H]1CCNC2.[CH3:36][O:37][C:38]1[CH:46]=[CH:45][CH:44]=[C:43]([O:47][CH3:48])[C:39]=1[C:40](Cl)=[O:41].C1(C2C=CC=CC=2)C(C(Cl)=O)=CC=CC=1, predict the reaction product. The product is: [O:10]1[C:11]2[CH:17]=[CH:16][CH:15]=[CH:14][C:12]=2[N:13]=[C:9]1[N:8]1[CH:1]2[CH:6]([CH2:5][CH2:4][N:3]([C:40]([C:39]3[C:43]([O:47][CH3:48])=[CH:44][CH:45]=[CH:46][C:38]=3[O:37][CH3:36])=[O:41])[CH2:2]2)[CH2:7]1. (7) Given the reactants COP(C(=[N+]=[N-])C(=O)C)(=O)OC.[C:13]([C:15]1[N:16]=[C:17]([CH3:27])[N:18]([C:20]2[CH:25]=[CH:24][C:23]([F:26])=[CH:22][CH:21]=2)[CH:19]=1)#[CH:14].C(=O)([O-])[O-].[K+].[K+].FC1C=CC(N2C=C(C=O)N=C2C)=CC=1, predict the reaction product. The product is: [C:13]([C:15]1[N:16]=[C:17]([CH3:27])[N:18]([C:20]2[CH:25]=[CH:24][C:23]([F:26])=[CH:22][CH:21]=2)[CH:19]=1)#[CH:14].